This data is from Full USPTO retrosynthesis dataset with 1.9M reactions from patents (1976-2016). The task is: Predict the reactants needed to synthesize the given product. (1) Given the product [O:10]=[C:5]1[CH2:6][CH:7]2[N:2]([C:18]([O:20][CH2:21][C:22]3[CH:27]=[CH:26][CH:25]=[CH:24][CH:23]=3)=[O:19])[CH:3]([CH2:9][CH2:8]2)[CH2:4]1, predict the reactants needed to synthesize it. The reactants are: C[N:2]1[CH:7]2[CH2:8][CH2:9][CH:3]1[CH2:4][C:5](=[O:10])[CH2:6]2.C([O-])([O-])=O.[K+].[K+].Cl[C:18]([O:20][CH2:21][C:22]1[CH:27]=[CH:26][CH:25]=[CH:24][CH:23]=1)=[O:19]. (2) Given the product [CH3:1][C@@H:2]1[C@H:3]2[C:29]3([CH2:14][C:13]4[C:12]([N:4]2[CH2:5][C@H:6]([C:8]([F:10])([F:9])[F:11])[O:7]1)=[CH:19][CH:18]=[C:17]([N+:20]([O-:22])=[O:21])[CH:16]=4)[C:27](=[O:28])[NH:26][C:24](=[O:25])[NH:23][C:30]3=[O:31], predict the reactants needed to synthesize it. The reactants are: [CH3:1][C@H:2]1[O:7][C@@H:6]([C:8]([F:11])([F:10])[F:9])[CH2:5][N:4]([C:12]2[CH:19]=[CH:18][C:17]([N+:20]([O-:22])=[O:21])=[CH:16][C:13]=2[CH:14]=O)[CH2:3]1.[NH:23]1[C:30](=[O:31])[CH2:29][C:27](=[O:28])[NH:26][C:24]1=[O:25]. (3) Given the product [CH2:2]([C:4]1[C:12]2[N:11]3[C@H:13]([CH3:18])[CH2:14][NH:15][CH2:16][C@@H:10]3[CH2:9][C:8]=2[CH:7]=[CH:6][CH:5]=1)[CH3:3], predict the reactants needed to synthesize it. The reactants are: [Mg].[CH2:2]([C:4]1[C:12]2[N:11]3[C@H:13]([CH3:18])[CH2:14][NH:15][C:16](=O)[C:10]3=[CH:9][C:8]=2[CH:7]=[CH:6][CH:5]=1)[CH3:3].[H][H].P([O-])([O-])([O-])=O.[K+].[K+].[K+]. (4) Given the product [CH:43]1([N:40]2[CH2:39][CH2:38][N:37]([C:33]3[CH:32]=[C:31]([CH2:30][N:25]4[C:26]([CH3:28])=[CH:27][C:23](/[C:8](/[F:7])=[CH:9]/[C:10]5[CH:15]=[CH:14][C:13]([C:16]([CH3:22])([CH3:21])[C:17]([F:20])([F:19])[F:18])=[CH:12][CH:11]=5)=[N:24]4)[CH:36]=[CH:35][N:34]=3)[CH2:42][CH2:41]2)[CH2:45][CH2:44]1, predict the reactants needed to synthesize it. The reactants are: CC(C)([O-])C.[K+].[F:7]/[C:8](/[C:23]1[CH:27]=[C:26]([CH3:28])[NH:25][N:24]=1)=[CH:9]\[C:10]1[CH:15]=[CH:14][C:13]([C:16]([CH3:22])([CH3:21])[C:17]([F:20])([F:19])[F:18])=[CH:12][CH:11]=1.Cl[CH2:30][C:31]1[CH:36]=[CH:35][N:34]=[C:33]([N:37]2[CH2:42][CH2:41][N:40]([CH:43]3[CH2:45][CH2:44]3)[CH2:39][CH2:38]2)[CH:32]=1.O. (5) Given the product [CH3:6][C:7]1[CH:12]=[C:11]([C:13]([CH3:15])=[CH2:2])[CH:10]=[CH:9][CH:8]=1, predict the reactants needed to synthesize it. The reactants are: [Li][CH2:2]CCC.[CH3:6][C:7]1[CH:12]=[C:11]([C:13]([CH3:15])=O)[CH:10]=[CH:9][CH:8]=1. (6) Given the product [CH3:14][O:13][C:10]([C:8]1[N:9]=[C:5]([CH2:4][N:20]2[N:19]=[C:18]([N+:15]([O-:17])=[O:16])[CH:22]=[N:21]2)[O:6][CH:7]=1)([CH3:12])[CH3:11], predict the reactants needed to synthesize it. The reactants are: N#N.Cl[CH2:4][C:5]1[O:6][CH:7]=[C:8]([C:10]([O:13][CH3:14])([CH3:12])[CH3:11])[N:9]=1.[N+:15]([C:18]1[CH:22]=[N:21][NH:20][N:19]=1)([O-:17])=[O:16].CCN(C(C)C)C(C)C. (7) Given the product [OH:4][CH2:5][C@@H:6]1[C@:7]([C@H:17]2[CH2:25][CH2:24][C@@:23]3([CH3:26])[C@@H:19]([CH2:20][CH2:21][C:22]3=[CH2:27])[C@@H:18]2[CH2:28][N:29]2[C:37]3[C:32](=[CH:33][CH:34]=[CH:35][CH:36]=3)[CH2:31][CH2:30]2)([CH3:16])[CH2:8][CH2:9][C@H:10]([OH:12])[CH2:11]1, predict the reactants needed to synthesize it. The reactants are: C([O:4][CH2:5][C@H:6]1[CH2:11][C@@H:10]([O:12]C(=O)C)[CH2:9][CH2:8][C@@:7]1([C@H:17]1[CH2:25][CH2:24][C@@:23]2([CH3:26])[C@@H:19]([CH2:20][CH2:21][C:22]2=[CH2:27])[C@@H:18]1[CH2:28][N:29]1[C:37]2[C:32](=[CH:33][CH:34]=[CH:35][CH:36]=2)[CH2:31][CH2:30]1)[CH3:16])(=O)C.C(=O)([O-])[O-].[K+].[K+].